From a dataset of Forward reaction prediction with 1.9M reactions from USPTO patents (1976-2016). Predict the product of the given reaction. (1) Given the reactants [CH2:1]([CH:3]([CH2:10][CH2:11][CH2:12][CH3:13])[CH2:4][O:5][CH2:6][CH:7]1[O:9][CH2:8]1)[CH3:2].[NH:14]([CH2:18][CH2:19][OH:20])[CH2:15][CH2:16][OH:17].C(OCC1OC1)C1OC1, predict the reaction product. The product is: [OH:17][CH2:16][CH2:15][N:14]([CH2:18][CH2:19][OH:20])[CH2:8][CH:7]([OH:9])[CH2:6][O:5][CH2:4][CH:3]([CH2:1][CH3:2])[CH2:10][CH2:11][CH2:12][CH3:13]. (2) Given the reactants [NH2:1][CH:2]([C:5]1[C:6](=[O:16])[NH:7][C:8]([CH:11]2[CH2:15][CH2:14][CH2:13][O:12]2)=[N:9][N:10]=1)[CH2:3][CH3:4].C(N(CC)CC)C.[CH:24]1([C:29](Cl)=[O:30])[CH2:28][CH2:27][CH2:26][CH2:25]1, predict the reaction product. The product is: [O:16]=[C:6]1[C:5]([CH:2]([NH:1][C:29]([CH:24]2[CH2:28][CH2:27][CH2:26][CH2:25]2)=[O:30])[CH2:3][CH3:4])=[N:10][N:9]=[C:8]([CH:11]2[CH2:15][CH2:14][CH2:13][O:12]2)[NH:7]1. (3) Given the reactants [CH3:1][C:2]1[C:3]([CH2:9][N:10]([CH2:17][C:18]2[C:27]3[C:22](=[CH:23][CH:24]=[CH:25][CH:26]=3)[CH:21]=[CH:20][N:19]=2)[CH2:11][CH2:12]CCNC)=[N:4][CH:5]=[C:6]([CH3:8])[CH:7]=1.CCN(C(C)C)C(C)C.[NH:37]1[CH:41]=[CH:40][N:39]=[C:38]1[NH:42][C:43]([N:45]1[CH:49]=[CH:48]N=[CH:46]1)=[O:44], predict the reaction product. The product is: [CH3:1][C:2]1[C:3]([CH2:9][N:10]([CH2:17][C:18]2[C:27]3[C:22](=[CH:23][CH:24]=[CH:25][CH:26]=3)[CH:21]=[CH:20][N:19]=2)[CH2:11][CH2:12][CH2:48][CH2:49][N:45]([CH3:46])[C:43]([NH:42][C:38]2[NH:37][CH:41]=[CH:40][N:39]=2)=[O:44])=[N:4][CH:5]=[C:6]([CH3:8])[CH:7]=1. (4) Given the reactants [C:1]([C:5]1[CH:12]=[CH:11][C:8]([CH2:9][NH2:10])=[CH:7][CH:6]=1)([CH3:4])([CH3:3])[CH3:2].[CH:13](=O)[CH2:14][CH2:15][CH:16]=[CH2:17].[BH4-].[Na+], predict the reaction product. The product is: [C:1]([C:5]1[CH:6]=[CH:7][C:8]([CH2:9][NH:10][CH2:17][CH2:16][CH2:15][CH:14]=[CH2:13])=[CH:11][CH:12]=1)([CH3:4])([CH3:2])[CH3:3].